The task is: Predict the product of the given reaction.. This data is from Forward reaction prediction with 1.9M reactions from USPTO patents (1976-2016). (1) Given the reactants [CH3:1][O:2][C:3]1[C:4]2[N:5]([N:15]=[CH:16][C:17]=2[CH2:18][N:19]2[CH2:22][C:21]3([CH2:27][CH2:26][N:25](C(OC(C)(C)C)=O)[CH2:24][CH2:23]3)[CH2:20]2)[CH:6]=[C:7]([C:9]2[CH:10]=[N:11][N:12]([CH3:14])[CH:13]=2)[CH:8]=1.FC(F)(F)C(O)=O, predict the reaction product. The product is: [CH2:20]1[C:21]2([CH2:27][CH2:26][NH:25][CH2:24][CH2:23]2)[CH2:22][N:19]1[CH2:18][C:17]1[CH:16]=[N:15][N:5]2[CH:6]=[C:7]([C:9]3[CH:10]=[N:11][N:12]([CH3:14])[CH:13]=3)[CH:8]=[C:3]([O:2][CH3:1])[C:4]=12. (2) Given the reactants C([O:5][C:6]([C:8]1[N:9]=[N:10][N:11]([CH2:13][CH2:14][CH2:15][CH2:16][C:17]2[S:21][C:20]([C:22]([O:24][CH2:25][CH3:26])=[O:23])=[N:19][N:18]=2)[CH:12]=1)=[O:7])(C)(C)C.C(O)(C(F)(F)F)=O, predict the reaction product. The product is: [CH2:25]([O:24][C:22]([C:20]1[S:21][C:17]([CH2:16][CH2:15][CH2:14][CH2:13][N:11]2[CH:12]=[C:8]([C:6]([OH:7])=[O:5])[N:9]=[N:10]2)=[N:18][N:19]=1)=[O:23])[CH3:26]. (3) Given the reactants [N+:1]([C:4]1[CH:5]=[C:6]([CH2:10][CH2:11][NH-:12])[CH:7]=[CH:8][CH:9]=1)([O-])=O.[CH3:13][OH:14].C(O[CH2:19][CH3:20])(=O)C, predict the reaction product. The product is: [NH2:1][C:4]1[CH:5]=[C:6]([CH2:10][CH2:11][NH:12][C:13](=[O:14])[CH2:5][CH2:4][CH2:9][CH2:8][CH2:19][CH3:20])[CH:7]=[CH:8][CH:9]=1. (4) Given the reactants Cl[C:2]1[N:7]=[C:6]([NH:8][C@H:9]([C:11]2[C:16]([F:17])=[CH:15][C:14]([F:18])=[CH:13][N:12]=2)[CH3:10])[N:5]=[C:4]([NH:19][C:20]2[N:21]=[CH:22][N:23]([CH3:25])[CH:24]=2)[N:3]=1.CCN(C(C)C)C(C)C.[F:35][CH:36]1[CH2:41][CH2:40][NH:39][CH2:38][CH2:37]1, predict the reaction product. The product is: [F:17][C:16]1[C:11]([C@@H:9]([NH:8][C:6]2[N:5]=[C:4]([NH:19][C:20]3[N:21]=[CH:22][N:23]([CH3:25])[CH:24]=3)[N:3]=[C:2]([N:39]3[CH2:40][CH2:41][CH:36]([F:35])[CH2:37][CH2:38]3)[N:7]=2)[CH3:10])=[N:12][CH:13]=[C:14]([F:18])[CH:15]=1. (5) Given the reactants Cl[C:2]1[N:10]=[C:9]2[C:5]([N:6]=[C:7]([O:12][CH:13]3[CH2:16][N:15]([C:17](=[O:21])[CH:18]([CH3:20])[CH3:19])[CH2:14]3)[N:8]2[CH3:11])=[C:4]([N:22]2[CH2:27][CH2:26][O:25][CH2:24][CH2:23]2)[N:3]=1.[CH3:28][N:29]([CH3:39])[C:30]1[NH:34][C:33]2[CH:35]=[CH:36][CH:37]=[CH:38][C:32]=2[N:31]=1, predict the reaction product. The product is: [CH3:28][N:29]([CH3:39])[C:30]1[N:31]([C:2]2[N:10]=[C:9]3[C:5]([N:6]=[C:7]([O:12][CH:13]4[CH2:16][N:15]([C:17](=[O:21])[CH:18]([CH3:20])[CH3:19])[CH2:14]4)[N:8]3[CH3:11])=[C:4]([N:22]3[CH2:23][CH2:24][O:25][CH2:26][CH2:27]3)[N:3]=2)[C:32]2[CH:38]=[CH:37][CH:36]=[CH:35][C:33]=2[N:34]=1. (6) Given the reactants [CH3:1][O:2][C:3](=[O:9])[CH2:4][C:5](=O)[CH2:6][CH3:7].[CH3:10][NH2:11], predict the reaction product. The product is: [CH3:1][O:2][C:3](=[O:9])[CH:4]=[C:5]([NH:11][CH3:10])[CH2:6][CH3:7]. (7) Given the reactants [C:1]([O:4][C@@H:5]1[CH2:9][C@H:8]([C:10]2[N:14]3[C:15]4[CH:21]=[CH:20][N:19]([S:22]([C:25]5[CH:31]=[CH:30][C:28]([CH3:29])=[CH:27][CH:26]=5)(=[O:24])=[O:23])[C:16]=4[N:17]=[CH:18][C:13]3=[CH:12][N:11]=2)[N:7]([C:32](=[O:34])[CH3:33])[CH2:6]1)(=[O:3])[CH3:2].C1C(=O)N([Br:42])C(=O)C1.C([O-])(O)=O.[Na+], predict the reaction product. The product is: [C:1]([O:4][C@@H:5]1[CH2:9][C@H:8]([C:10]2[N:14]3[C:15]4[CH:21]=[CH:20][N:19]([S:22]([C:25]5[CH:26]=[CH:27][C:28]([CH3:29])=[CH:30][CH:31]=5)(=[O:23])=[O:24])[C:16]=4[N:17]=[CH:18][C:13]3=[C:12]([Br:42])[N:11]=2)[N:7]([C:32](=[O:34])[CH3:33])[CH2:6]1)(=[O:3])[CH3:2].